This data is from Experimentally validated miRNA-target interactions with 360,000+ pairs, plus equal number of negative samples. The task is: Binary Classification. Given a miRNA mature sequence and a target amino acid sequence, predict their likelihood of interaction. (1) The miRNA is hsa-miR-92a-3p with sequence UAUUGCACUUGUCCCGGCCUGU. The protein sequence of the target gene is MAAAMVPGRSESWERGEPGRPALYFCGSIRGGREDRTLYERIVSRLRRFGTVLTEHVAAAELGARGEEAAGGDRLIHEQDLEWLQQADVVVAEVTQPSLGVGYELGRAVAFNKRILCLFRPQSGRVLSAMIRGAADGSRFQVWDYEEGEVEALLDRYFEADPPGQVAASPDPTT. Result: 1 (interaction). (2) The miRNA is hsa-miR-24-1-5p with sequence UGCCUACUGAGCUGAUAUCAGU. The protein sequence of the target gene is MEARAQSGNGSQPLLQTAHDSGRQRGEPDPRDALTQQVHVLSLDQIRAIRNTNEYTEGPTVVPRPGLKPAPRPSTQHKHERLHGLPEHRQPPRLQPSQVHSSRAPLSRSISTVSSGSRSSTRTSTSSSSSEQRLLGPSFSHGPAAADGIIRVQPKSELKPGDVKPLSKDDLGLHAYRCEDCGKCKCKECTYPRPLPSDWICDKQCLCSAQNVIDYGTCVCCVKGLFYHCSNDDEDNCADNPCSCSQSHCCTRWSAMGVMSLFLPCLWCYLPAKGCLKLCQGCYDRVNRPGCRCKNSNTVC.... Result: 0 (no interaction).